From a dataset of Forward reaction prediction with 1.9M reactions from USPTO patents (1976-2016). Predict the product of the given reaction. Given the reactants Cl[C:2]1[N:7]=[N:6][C:5]([C:8]([NH2:10])=[O:9])=[C:4]([NH:11][C:12]2[CH:17]=[CH:16][CH:15]=[C:14]([CH:18]3[CH2:20][CH2:19]3)[N:13]=2)[CH:3]=1.[NH2:21][C@@H:22]1[CH2:27][CH2:26][CH2:25][CH2:24][C@@H:23]1[NH:28][C:29](=[O:35])[O:30][C:31]([CH3:34])([CH3:33])[CH3:32].N#N, predict the reaction product. The product is: [C:8]([C:5]1[N:6]=[N:7][C:2]([NH:21][C@@H:22]2[CH2:27][CH2:26][CH2:25][CH2:24][C@@H:23]2[NH:28][C:29](=[O:35])[O:30][C:31]([CH3:33])([CH3:32])[CH3:34])=[CH:3][C:4]=1[NH:11][C:12]1[CH:17]=[CH:16][CH:15]=[C:14]([CH:18]2[CH2:20][CH2:19]2)[N:13]=1)(=[O:9])[NH2:10].